The task is: Predict the reaction yield, written as a fraction of the theoretical maximum amount of product (1.0 means a 100% yield; for example, 0.34 means a 34% yield).. This data is from Reaction yield outcomes from USPTO patents with 853,638 reactions. (1) The reactants are [Cl:1][C:2]1[CH:7]=[C:6](C)[CH:5]=[CH:4][C:3]=1[C:9]1[N:27]([CH2:28][C@@H:29]2[CH2:34][CH2:33][CH2:32][N:31]([C:35]([O:37][C:38]([CH3:41])([CH3:40])[CH3:39])=[O:36])[CH2:30]2)[C:12]2[N:13]=[C:14]([NH:17][CH2:18][C:19]3[CH:24]=[CH:23][C:22]([F:25])=[C:21]([F:26])[CH:20]=3)[N:15]=[CH:16][C:11]=2[CH:10]=1.ClC1N=CC2C=C(C3C=C[C:55]([O:58]C)=CC=3Cl)N(C[C@@H]3CCCN(C(OC(C)(C)C)=O)C3)C=2N=1. No catalyst specified. The product is [Cl:1][C:2]1[CH:7]=[C:6]([O:58][CH3:55])[CH:5]=[CH:4][C:3]=1[C:9]1[N:27]([CH2:28][C@@H:29]2[CH2:34][CH2:33][CH2:32][N:31]([C:35]([O:37][C:38]([CH3:41])([CH3:39])[CH3:40])=[O:36])[CH2:30]2)[C:12]2[N:13]=[C:14]([NH:17][CH2:18][C:19]3[CH:24]=[CH:23][C:22]([F:25])=[C:21]([F:26])[CH:20]=3)[N:15]=[CH:16][C:11]=2[CH:10]=1. The yield is 0.680. (2) The reactants are [CH2:1]([C:5]1[N:6]=[C:7]([CH3:27])[NH:8][C:9](=[O:26])[C:10]=1[CH2:11][C:12]1[CH:17]=[CH:16][C:15]([C:18]2[C:19]([C:24]#[N:25])=[CH:20][CH:21]=[CH:22][CH:23]=2)=[CH:14][CH:13]=1)[CH2:2][CH2:3][CH3:4].N(C(N1CCCCC1)=O)=NC(N1CCCCC1)=O.C(P(CCCC)CCCC)CCC.[N:59]1[CH:64]=[CH:63][N:62]=[CH:61][C:60]=1[CH2:65]O. The catalyst is C(OCC)(=O)C.O1CCCC1. The product is [CH2:1]([C:5]1[N:6]=[C:7]([CH3:27])[N:8]([CH2:65][C:60]2[CH:61]=[N:62][CH:63]=[CH:64][N:59]=2)[C:9](=[O:26])[C:10]=1[CH2:11][C:12]1[CH:17]=[CH:16][C:15]([C:18]2[C:19]([C:24]#[N:25])=[CH:20][CH:21]=[CH:22][CH:23]=2)=[CH:14][CH:13]=1)[CH2:2][CH2:3][CH3:4]. The yield is 0.690. (3) The catalyst is CN(C)C=O.[Cl-].[Na+].O. The yield is 0.460. The reactants are [NH2:1][C:2]1[N:10]=[C:9]([Cl:11])[CH:8]=[CH:7][C:3]=1[C:4]([OH:6])=O.C(N(CC)CC)C.F[P-](F)(F)(F)(F)F.N1(O[P+](N(C)C)(N(C)C)N(C)C)C2C=CC=CC=2N=N1.[O:46]([C:53]1[S:57][C:56]([CH2:58][NH2:59])=[CH:55][CH:54]=1)[C:47]1[CH:52]=[CH:51][CH:50]=[CH:49][CH:48]=1. The product is [NH2:1][C:2]1[N:10]=[C:9]([Cl:11])[CH:8]=[CH:7][C:3]=1[C:4]([NH:59][CH2:58][C:56]1[S:57][C:53]([O:46][C:47]2[CH:48]=[CH:49][CH:50]=[CH:51][CH:52]=2)=[CH:54][CH:55]=1)=[O:6]. (4) The reactants are [C:1]([O:5][C:6]([NH:8][C@@H:9]1[CH2:14][C@H:13]([NH:15][C:16]([O:18][C:19]([CH3:22])([CH3:21])[CH3:20])=[O:17])[CH2:12][N:11]([C:23]2[C:28]([Cl:29])=[C:27](F)[N:26]=[C:25]([NH:31][C:32]3[CH:37]=[CH:36][C:35]([NH:38][C:39](=[O:41])[CH3:40])=[CH:34][CH:33]=3)[C:24]=2[Cl:42])[CH2:10]1)=[O:7])([CH3:4])([CH3:3])[CH3:2].[C:43]([O:47][C:48]([NH:50][C@@H:51]1[CH2:56][C@H:55]([NH:57][C:58]([O:60][C:61]([CH3:64])([CH3:63])[CH3:62])=[O:59])[CH2:54][NH:53][CH2:52]1)=[O:49])([CH3:46])([CH3:45])[CH3:44].C(N(C(C)C)C(C)C)C. The catalyst is CN1C(=O)CCC1.CCOC(C)=O. The product is [C:1]([O:5][C:6]([NH:8][C@@H:9]1[CH2:14][C@H:13]([NH:15][C:16]([O:18][C:19]([CH3:22])([CH3:21])[CH3:20])=[O:17])[CH2:12][N:11]([C:23]2[C:28]([Cl:29])=[C:27]([N:53]3[CH2:54][C@@H:55]([NH:57][C:58]([O:60][C:61]([CH3:63])([CH3:64])[CH3:62])=[O:59])[CH2:56][C@@H:51]([NH:50][C:48]([O:47][C:43]([CH3:46])([CH3:45])[CH3:44])=[O:49])[CH2:52]3)[N:26]=[C:25]([NH:31][C:32]3[CH:37]=[CH:36][C:35]([NH:38][C:39](=[O:41])[CH3:40])=[CH:34][CH:33]=3)[C:24]=2[Cl:42])[CH2:10]1)=[O:7])([CH3:4])([CH3:3])[CH3:2]. The yield is 0.430.